From a dataset of Full USPTO retrosynthesis dataset with 1.9M reactions from patents (1976-2016). Predict the reactants needed to synthesize the given product. (1) Given the product [Cl:13][C:14]1[N:15]=[N:16][C:17]([O:20][CH3:21])=[C:18]([Si:23]([CH3:26])([CH3:25])[CH3:24])[CH:19]=1, predict the reactants needed to synthesize it. The reactants are: C(NC(C)C)(C)C.C([Li])CCC.[Cl:13][C:14]1[N:15]=[N:16][C:17]([O:20][CH3:21])=[CH:18][CH:19]=1.Cl[Si:23]([CH3:26])([CH3:25])[CH3:24]. (2) Given the product [Cl:21][C:22]1[CH:27]=[C:26]([Cl:28])[CH:25]=[CH:24][C:23]=1[S:29]([NH:20][C:4]1[CH:5]=[C:6]([Cl:19])[C:7]([CH2:8][C:9]2[CH:10]=[N:11][C:12]3[C:17]([CH:18]=2)=[CH:16][CH:15]=[CH:14][CH:13]=3)=[C:2]([Cl:1])[CH:3]=1)(=[O:31])=[O:30], predict the reactants needed to synthesize it. The reactants are: [Cl:1][C:2]1[CH:3]=[C:4]([NH2:20])[CH:5]=[C:6]([Cl:19])[C:7]=1[CH2:8][C:9]1[CH:10]=[N:11][C:12]2[C:17]([CH:18]=1)=[CH:16][CH:15]=[CH:14][CH:13]=2.[Cl:21][C:22]1[CH:27]=[C:26]([Cl:28])[CH:25]=[CH:24][C:23]=1[S:29](Cl)(=[O:31])=[O:30]. (3) Given the product [O:19]([CH2:26][C:27]([NH:29][C:30]1[C:31]2[N:32]=[CH:33][N:34]([C:66]=2[N:67]=[CH:68][N:69]=1)[C@@H:35]1[O:65][C@H:39]([CH2:40][O:41][C:42]([C:59]2[CH:60]=[CH:61][CH:62]=[CH:63][CH:64]=2)([C:51]2[CH:56]=[CH:55][C:54]([O:57][CH3:58])=[CH:53][CH:52]=2)[C:43]2[CH:48]=[CH:47][C:46]([O:49][CH3:50])=[CH:45][CH:44]=2)[C@@H:37]([O:38][P:8]([N:12]([CH:13]([CH3:14])[CH3:15])[CH:16]([CH3:17])[CH3:18])([O:9][CH2:88][CH2:87][CH2:86][O:85][C@@H:84]2[O:90][C@H:91]([CH2:102][O:103][C:104](=[O:106])[CH3:105])[C@@H:92]([O:98][C:99](=[O:101])[CH3:100])[C@H:93]([O:94][C:95](=[O:97])[CH3:96])[C@H:83]2[O:82][C:79](=[O:81])[CH3:80])=[O:10])[CH2:36]1)=[O:28])[C:20]1[CH:21]=[CH:22][CH:23]=[CH:24][CH:25]=1, predict the reactants needed to synthesize it. The reactants are: C(N([P:8]([N:12]([CH:16]([CH3:18])[CH3:17])[CH:13]([CH3:15])[CH3:14])(Cl)([O-:10])[O-:9])C(C)C)(C)C.[O:19]([CH2:26][C:27]([NH:29][C:30]1[C:31]2[N:32]=[CH:33][N:34]([C:66]=2[N:67]=[CH:68][N:69]=1)[C@@H:35]1[O:65][C@H:39]([CH2:40][O:41][C:42]([C:59]2[CH:64]=[CH:63][CH:62]=[CH:61][CH:60]=2)([C:51]2[CH:56]=[CH:55][C:54]([O:57][CH3:58])=[CH:53][CH:52]=2)[C:43]2[CH:48]=[CH:47][C:46]([O:49][CH3:50])=[CH:45][CH:44]=2)[C@@H:37]([OH:38])[CH2:36]1)=[O:28])[C:20]1[CH:25]=[CH:24][CH:23]=[CH:22][CH:21]=1.C(N(C(C)C)C(C)C)C.[C:79]([O:82][C@@H:83]1[C@@H:93]([O:94][C:95](=[O:97])[CH3:96])[C@H:92]([O:98][C:99](=[O:101])[CH3:100])[C@@H:91]([CH2:102][O:103][C:104](=[O:106])[CH3:105])[O:90][C@H:84]1[O:85][CH2:86][CH2:87][CH2:88]O)(=[O:81])[CH3:80].N1C=NN=N1. (4) Given the product [Br:26][C:6]1[C:2]([CH3:1])=[C:3]([CH:8]=[C:9]2[C:17]3[C:12](=[CH:13][CH:14]=[CH:15][CH:16]=3)[NH:11][C:10]2=[O:18])[NH:4][C:5]=1[CH3:7], predict the reactants needed to synthesize it. The reactants are: [CH3:1][C:2]1[CH:6]=[C:5]([CH3:7])[NH:4][C:3]=1[CH:8]=[C:9]1[C:17]2[C:12](=[CH:13][CH:14]=[CH:15][CH:16]=2)[NH:11][C:10]1=[O:18].C1C(=O)N([Br:26])C(=O)C1.C(OOC(=O)C1C=CC=CC=1)(=O)C1C=CC=CC=1. (5) Given the product [NH2:12][C@@H:10]([CH3:11])[C:9]([N:8]([CH2:1][C:2]1[CH:3]=[CH:4][CH:5]=[CH:6][CH:7]=1)[CH2:31][CH:32]([O:36][CH2:37][CH3:38])[O:33][CH2:34][CH3:35])=[O:30], predict the reactants needed to synthesize it. The reactants are: [CH2:1]([N:8]([CH2:31][CH:32]([O:36][CH2:37][CH3:38])[O:33][CH2:34][CH3:35])[C:9](=[O:30])[C@@H:10]([NH:12]C(=O)OCC1C2C=CC=CC=2C2C1=CC=CC=2)[CH3:11])[C:2]1[CH:7]=[CH:6][CH:5]=[CH:4][CH:3]=1.N1CCCCC1.ClCCl. (6) Given the product [CH2:26]([C:27]1[O:12][C:11]2[C:3](=[C:4]([C:5]([OH:7])=[O:6])[CH:8]=[CH:9][CH:10]=2)[N:2]=1)[C:20]1[CH:25]=[CH:24][CH:23]=[CH:22][CH:21]=1, predict the reactants needed to synthesize it. The reactants are: Br.[NH2:2][C:3]1[C:11]([OH:12])=[CH:10][CH:9]=[CH:8][C:4]=1[C:5]([OH:7])=[O:6].C(N(CC)CC)C.[C:20]1([CH2:26][C:27](Cl)=O)[CH:25]=[CH:24][CH:23]=[CH:22][CH:21]=1.O.C1(C)C=CC(S(O)(=O)=O)=CC=1. (7) Given the product [C:1](=[O:3])([OH:7])[O-:4].[Na+:9].[C:5](=[O:7])([O-:12])[O-:8].[Na+:9].[Na+:9].[C:10](=[O:12])([OH:3])[O-:13].[K+:14], predict the reactants needed to synthesize it. The reactants are: [C:1]([O-:4])(=[O:3])C.[C:5]([O-:8])(=[O:7])C.[Na+:9].[C:10]([O-:13])(=[O:12])C.[K+:14]. (8) Given the product [CH:30]([C:29]1[O:47][C:36]([CH2:37][CH2:38][NH:39][C:40](=[O:46])[O:41][C:42]([CH3:43])([CH3:44])[CH3:45])=[N:35][N:34]=1)([CH3:31])[CH3:32], predict the reactants needed to synthesize it. The reactants are: C1(P(C2C=CC=CC=2)C2C=CC=CC=2)C=CC=CC=1.II.C(N(CC)CC)C.[C:29]([NH:34][NH:35][C:36](=[O:47])[CH2:37][CH2:38][NH:39][C:40](=[O:46])[O:41][C:42]([CH3:45])([CH3:44])[CH3:43])(=O)[CH:30]([CH3:32])[CH3:31]. (9) Given the product [NH2:29][C:25]1[N:24]=[CH:23][C:22]([C:19]2[CH:18]=[CH:17][C:16]([C:15]([N:11]3[CH2:10][CH:9]([CH3:31])[NH:8][CH:13]([CH3:14])[CH2:12]3)=[O:30])=[CH:21][CH:20]=2)=[CH:27][C:26]=1[O:28][CH:33]([C:35]1[CH:40]=[CH:39][CH:38]=[CH:37][C:36]=1[C:41]([F:42])([F:43])[F:44])[CH3:34], predict the reactants needed to synthesize it. The reactants are: C(OC([N:8]1[CH:13]([CH3:14])[CH2:12][N:11]([C:15](=[O:30])[C:16]2[CH:21]=[CH:20][C:19]([C:22]3[CH:23]=[N:24][C:25]([NH2:29])=[C:26]([OH:28])[CH:27]=3)=[CH:18][CH:17]=2)[CH2:10][CH:9]1[CH3:31])=O)(C)(C)C.Br[CH:33]([C:35]1[CH:40]=[CH:39][CH:38]=[CH:37][C:36]=1[C:41]([F:44])([F:43])[F:42])[CH3:34].C([O-])([O-])=O.[Cs+].[Cs+].O. (10) Given the product [Cl:14][C:7]1[N:6]=[C:5]([C:3]([O:2][CH3:1])=[O:4])[CH:10]=[N:9][CH:8]=1, predict the reactants needed to synthesize it. The reactants are: [CH3:1][O:2][C:3]([C:5]1[CH:10]=[N:9][CH:8]=[CH:7][N+:6]=1[O-])=[O:4].O=S(Cl)[Cl:14].